From a dataset of Catalyst prediction with 721,799 reactions and 888 catalyst types from USPTO. Predict which catalyst facilitates the given reaction. (1) Reactant: C1N=CN([C:6]([N:8]2C=N[CH:10]=[CH:9]2)=[O:7])C=1.[N:13]1[CH:18]=[CH:17][CH:16]=[C:15]([CH2:19][OH:20])[CH:14]=1.NCC1[CH:31]=[CH:30][C:26]([C:27]([OH:29])=[O:28])=[CH:25][CH:24]=1.CCN(CC)CC.C1CCN2C(=NCCC2)CC1. Product: [N:13]1[CH:18]=[CH:17][CH:16]=[C:15]([CH2:19][O:20][C:6]([NH:8][CH2:9][C:10]2[CH:31]=[CH:30][C:26]([C:27]([OH:29])=[O:28])=[CH:25][CH:24]=2)=[O:7])[CH:14]=1. The catalyst class is: 1. (2) Reactant: [OH:1][CH:2]([C:7]1[N:12]([CH3:13])[C:11](=[O:14])[C:10]2[N:15](CC3C=CC(OC)=CC=3)[CH:16]=[CH:17][C:9]=2[C:8]=1[C:27]1[C:28]([CH3:37])=[C:29]2[C:34](=[CH:35][CH:36]=1)[O:33][CH2:32][CH2:31][CH2:30]2)[C:3]([O:5][CH3:6])=[O:4].OS(O)(=O)=O.C1(OC)C=CC=CC=1.CO.C(Cl)Cl. Product: [OH:1][CH:2]([C:7]1[N:12]([CH3:13])[C:11](=[O:14])[C:10]2[NH:15][CH:16]=[CH:17][C:9]=2[C:8]=1[C:27]1[C:28]([CH3:37])=[C:29]2[C:34](=[CH:35][CH:36]=1)[O:33][CH2:32][CH2:31][CH2:30]2)[C:3]([O:5][CH3:6])=[O:4]. The catalyst class is: 55. (3) Reactant: [Si]([O:18][CH2:19][C:20]1[CH:25]=[CH:24][N:23]=[C:22]([C:26]2[NH:27][C:28]([CH:31]([C:39]3[CH:44]=[CH:43][C:42]([S:45]([CH3:48])(=[O:47])=[O:46])=[CH:41][CH:40]=3)[CH2:32][CH:33]3[CH2:38][CH2:37][O:36][CH2:35][CH2:34]3)=[CH:29][CH:30]=2)[CH:21]=1)(C(C)(C)C)(C1C=CC=CC=1)C1C=CC=CC=1.[F-].C([N+](CCCC)(CCCC)CCCC)CCC. Product: [CH3:48][S:45]([C:42]1[CH:43]=[CH:44][C:39]([CH:31]([C:28]2[NH:27][C:26]([C:22]3[CH:21]=[C:20]([CH2:19][OH:18])[CH:25]=[CH:24][N:23]=3)=[CH:30][CH:29]=2)[CH2:32][CH:33]2[CH2:34][CH2:35][O:36][CH2:37][CH2:38]2)=[CH:40][CH:41]=1)(=[O:47])=[O:46]. The catalyst class is: 54. (4) Reactant: Cl[C:2]1[N:7]=[C:6]([CH3:8])[C:5]([CH:9]([CH2:14][CH2:15][CH3:16])[C:10]([O:12][CH3:13])=[O:11])=[C:4]([C:17]2[CH:22]=[CH:21][C:20]([CH3:23])=[CH:19][CH:18]=2)[N:3]=1.[NH2:24][C:25]1[CH:30]=[CH:29][CH:28]=[CH:27][CH:26]=1.CC1(C)C2C(=C(P(C3C=CC=CC=3)C3C=CC=CC=3)C=CC=2)OC2C(P(C3C=CC=CC=3)C3C=CC=CC=3)=CC=CC1=2. Product: [CH3:8][C:6]1[C:5]([CH:9]([CH2:14][CH2:15][CH3:16])[C:10]([O:12][CH3:13])=[O:11])=[C:4]([C:17]2[CH:22]=[CH:21][C:20]([CH3:23])=[CH:19][CH:18]=2)[N:3]=[C:2]([NH:24][C:25]2[CH:30]=[CH:29][CH:28]=[CH:27][CH:26]=2)[N:7]=1. The catalyst class is: 160. (5) Reactant: ON1C2C=CC=CC=2N=N1.Cl.CN(C)CCCN=C=NCC.[NH:23]1[CH2:28][CH2:27][NH:26][CH2:25][C:24]1=[O:29].[CH3:30][C:31]1[CH:32]=[CH:33][C:34]([C:37]2[N:41]([C:42]3[CH:43]=[N:44][CH:45]=[CH:46][CH:47]=3)[N:40]=[C:39]([C:48](O)=[O:49])[CH:38]=2)=[N:35][CH:36]=1. Product: [CH3:30][C:31]1[CH:32]=[CH:33][C:34]([C:37]2[N:41]([C:42]3[CH:43]=[N:44][CH:45]=[CH:46][CH:47]=3)[N:40]=[C:39]([C:48]([N:26]3[CH2:27][CH2:28][NH:23][C:24](=[O:29])[CH2:25]3)=[O:49])[CH:38]=2)=[N:35][CH:36]=1. The catalyst class is: 289. (6) Reactant: [H-].[Al+3].[Li+].[H-].[H-].[H-].[NH2:7][C:8]1[C:15]([CH3:16])=[CH:14][C:11]([C:12]#[N:13])=[CH:10][C:9]=1[CH3:17]. The catalyst class is: 1. Product: [NH2:7][C:8]1[C:9]([CH3:17])=[CH:10][C:11]([CH2:12][NH2:13])=[CH:14][C:15]=1[CH3:16]. (7) The catalyst class is: 87. Reactant: C[O:2][C:3](=[O:32])[C:4]1[CH:9]=[CH:8][C:7]([O:10][CH3:11])=[C:6]([NH:12][C:13]2[CH:18]=[CH:17][C:16]([F:19])=[C:15]([C@:20]3([CH3:31])[C:25]([CH3:27])([CH3:26])[C:24](=[O:28])[N:23]([CH3:29])[C:22]([NH2:30])=[N:21]3)[CH:14]=2)[CH:5]=1.[Li+].[OH-]. Product: [NH2:30][C:22]1[N:23]([CH3:29])[C:24](=[O:28])[C:25]([CH3:26])([CH3:27])[C@:20]([C:15]2[CH:14]=[C:13]([NH:12][C:6]3[CH:5]=[C:4]([CH:9]=[CH:8][C:7]=3[O:10][CH3:11])[C:3]([OH:32])=[O:2])[CH:18]=[CH:17][C:16]=2[F:19])([CH3:31])[N:21]=1. (8) Reactant: [C:1]1([CH:7]([NH:19][C:20]2[CH:25]=[CH:24][CH:23]=[CH:22][CH:21]=2)[C:8]([O:10][C@@H:11]2[CH:16]3[CH2:17][CH2:18][N:13]([CH2:14][CH2:15]3)[CH2:12]2)=[O:9])[CH:6]=[CH:5][CH:4]=[CH:3][CH:2]=1.[Br:26][CH2:27][C:28]([C:30]1[CH:35]=[CH:34][CH:33]=[CH:32][CH:31]=1)=[O:29].CCOCC. Product: [Br-:26].[O:29]=[C:28]([C:30]1[CH:35]=[CH:34][CH:33]=[CH:32][CH:31]=1)[CH2:27][N+:13]12[CH2:14][CH2:15][CH:16]([CH2:17][CH2:18]1)[C@@H:11]([O:10][C:8](=[O:9])[C@@H:7]([C:1]1[CH:2]=[CH:3][CH:4]=[CH:5][CH:6]=1)[NH:19][C:20]1[CH:25]=[CH:24][CH:23]=[CH:22][CH:21]=1)[CH2:12]2. The catalyst class is: 25. (9) Reactant: [F:1][C:2]1[CH:3]=[C:4]([NH:10][C:11](=[O:19])OC2C=CC=CC=2)[CH:5]=[CH:6][C:7]=1[CH2:8][OH:9].Cl.[Cl:21][C:22]1[C:27]([Cl:28])=[CH:26][CH:25]=[CH:24][C:23]=1[N:29]1[C:33]([CH2:34][NH2:35])=[CH:32][C:31]([C:36]([F:39])([F:38])[F:37])=[N:30]1. Product: [Cl:21][C:22]1[C:27]([Cl:28])=[CH:26][CH:25]=[CH:24][C:23]=1[N:29]1[C:33]([CH2:34][NH:35][C:11]([NH:10][C:4]2[CH:5]=[CH:6][C:7]([CH2:8][OH:9])=[C:2]([F:1])[CH:3]=2)=[O:19])=[CH:32][C:31]([C:36]([F:38])([F:39])[F:37])=[N:30]1. The catalyst class is: 34. (10) Reactant: [CH2:1]([N:3]1[CH:11]=[C:10]2[C:5]([CH:6]=[C:7]([C:23](O)=[O:24])[CH:8]=[C:9]2[O:12][C:13]2[CH:18]=[CH:17][C:16]([S:19]([CH3:22])(=[O:21])=[O:20])=[CH:15][CH:14]=2)=[N:4]1)[CH3:2].[CH3:26][O:27][C:28](=[O:36])[C:29]1[CH:34]=[CH:33][C:32]([NH2:35])=[N:31][CH:30]=1.F[B-](F)(F)F.N1(OC(N(C)C)=[N+](C)C)C2C=CC=CC=2N=N1.C(N(CC)CC)C. Product: [CH2:1]([N:3]1[CH:11]=[C:10]2[C:5]([CH:6]=[C:7]([C:23]([NH:35][C:32]3[CH:33]=[CH:34][C:29]([C:28]([O:27][CH3:26])=[O:36])=[CH:30][N:31]=3)=[O:24])[CH:8]=[C:9]2[O:12][C:13]2[CH:14]=[CH:15][C:16]([S:19]([CH3:22])(=[O:21])=[O:20])=[CH:17][CH:18]=2)=[N:4]1)[CH3:2]. The catalyst class is: 42.